Dataset: Reaction yield outcomes from USPTO patents with 853,638 reactions. Task: Predict the reaction yield, written as a fraction of the theoretical maximum amount of product (1.0 means a 100% yield; for example, 0.34 means a 34% yield). (1) The reactants are [Cl:1][C:2]1[CH:3]=[C:4]([C:12]2[N:16]=[C:15]([C:17]3[CH:18]=[C:19]([CH:22]=[CH:23][CH:24]=3)[C:20]#[N:21])[O:14][N:13]=2)[CH:5]=[CH:6][C:7]=1[O:8][CH:9]([CH3:11])[CH3:10].[N-:25]=[N+:26]=[N-:27].[Na+].C1COCC1.Cl. The catalyst is O.[Br-].[Zn+2].[Br-].C(O)C.C(O)(=O)C. The product is [N:21]1[NH:25][N:26]=[N:27][C:20]=1[C:19]1[CH:18]=[C:17]([C:15]2[O:14][N:13]=[C:12]([C:4]3[CH:5]=[CH:6][C:7]([O:8][CH:9]([CH3:11])[CH3:10])=[C:2]([Cl:1])[CH:3]=3)[N:16]=2)[CH:24]=[CH:23][CH:22]=1. The yield is 0.780. (2) The reactants are [F:1][C:2]1[CH:7]=[CH:6][C:5]([CH:8]([CH:13]([C:16]2[CH:21]=[CH:20][C:19]([S:22][CH3:23])=[CH:18][CH:17]=2)[CH:14]=O)[C:9](OC)=[O:10])=[CH:4][CH:3]=1.O.[NH2:25][NH2:26]. The catalyst is C(O)C. The product is [F:1][C:2]1[CH:7]=[CH:6][C:5]([CH:8]2[CH:13]([C:16]3[CH:21]=[CH:20][C:19]([S:22][CH3:23])=[CH:18][CH:17]=3)[CH:14]=[N:26][NH:25][C:9]2=[O:10])=[CH:4][CH:3]=1. The yield is 0.530. (3) The reactants are [CH3:1][O:2][C:3]([C:5]12[CH2:12][CH2:11][C:8](C(O)=O)([CH2:9][CH2:10]1)[CH2:7][CH2:6]2)=[O:4].[OH-].[Na+].[Br:18]Br. The catalyst is CC(C)=O.O.CCCCCC.[N+]([O-])([O-])=O.[Ag+].COC(C12CCC(C(O[Ag])=O)(CC1)CC2)=O. The product is [Br:18][C:8]12[CH2:11][CH2:12][C:5]([C:3]([O:2][CH3:1])=[O:4])([CH2:10][CH2:9]1)[CH2:6][CH2:7]2. The yield is 0.330. (4) The reactants are [S:1]1[C:5]2[CH2:6][CH2:7][CH2:8][CH2:9][C:4]=2[N:3]=[C:2]1[C:10]([O:12]CC)=O.[C:15]([O:18][CH2:19][CH3:20])(=[O:17])[CH3:16].C[Si]([N-][Si](C)(C)C)(C)C.[Li+]. The catalyst is C1COCC1. The product is [O:12]=[C:10]([C:2]1[S:1][C:5]2[CH2:6][CH2:7][CH2:8][CH2:9][C:4]=2[N:3]=1)[CH2:16][C:15]([O:18][CH2:19][CH3:20])=[O:17]. The yield is 0.380.